Dataset: Full USPTO retrosynthesis dataset with 1.9M reactions from patents (1976-2016). Task: Predict the reactants needed to synthesize the given product. (1) Given the product [N:38]([C:34]1[CH:33]=[CH:32][CH:31]=[C:30]2[C:35]=1[CH:36]=[CH:37][C:28]([O:27][C:18]1[C:17]3[C:22](=[CH:23][C:24]([O:25][CH3:26])=[C:15]([O:14][CH3:13])[CH:16]=3)[N:21]=[CH:20][CH:19]=1)=[CH:29]2)=[C:1]=[S:2], predict the reactants needed to synthesize it. The reactants are: [C:1](C1NC=CN=1)(C1NC=CN=1)=[S:2].[CH3:13][O:14][C:15]1[CH:16]=[C:17]2[C:22](=[CH:23][C:24]=1[O:25][CH3:26])[N:21]=[CH:20][CH:19]=[C:18]2[O:27][C:28]1[CH:29]=[C:30]2[C:35](=[CH:36][CH:37]=1)[C:34]([NH2:38])=[CH:33][CH:32]=[CH:31]2.CCN(CC)CC. (2) Given the product [C:1]([NH:5][S:6]([C:9]1[CH:10]=[CH:11][C:12]([N:15]2[C:16]([C:17]3[CH:18]=[CH:19][C:20]([O:23][CH2:24][CH3:25])=[CH:21][CH:22]=3)=[CH:41][N:40]=[CH:37]2)=[CH:13][CH:14]=1)(=[O:8])=[O:7])([CH3:4])([CH3:3])[CH3:2], predict the reactants needed to synthesize it. The reactants are: [C:1]([NH:5][S:6]([C:9]1[CH:14]=[CH:13][C:12]([N:15]=[CH:16][C:17]2[CH:22]=[CH:21][C:20]([O:23][CH2:24][CH3:25])=[CH:19][CH:18]=2)=[CH:11][CH:10]=1)(=[O:8])=[O:7])([CH3:4])([CH3:3])[CH3:2].C(NS(C1C=C[C:37]([N:40]=[CH:41]C2C=CC(OC)=C(F)C=2)=CC=1)(=O)=O)(C)(C)C. (3) Given the product [Br:25][C:12]1[O:11][C:5]2[N:6]=[C:7]([S:9][CH3:10])[N:8]=[C:3]([O:2][CH3:1])[C:4]=2[C:13]=1[C:14]1[CH:19]=[CH:18][CH:17]=[CH:16][CH:15]=1, predict the reactants needed to synthesize it. The reactants are: [CH3:1][O:2][C:3]1[C:4]2[C:13]([C:14]3[CH:19]=[CH:18][CH:17]=[CH:16][CH:15]=3)=[CH:12][O:11][C:5]=2[N:6]=[C:7]([S:9][CH3:10])[N:8]=1.[Li]CCCC.[Br:25]Br. (4) Given the product [N:18]1([C:16]([C:14]2[S:15][C:11]([C:9]3[CH:8]=[CH:7][N:6]=[C:5]([NH:24][CH2:25][CH2:26][N:27]4[CH2:31][CH2:30][NH:29][C:28]4=[O:32])[N:10]=3)=[CH:12][CH:13]=2)=[O:17])[CH2:23][CH2:22][O:21][CH2:20][CH2:19]1, predict the reactants needed to synthesize it. The reactants are: CS([C:5]1[N:10]=[C:9]([C:11]2[S:15][C:14]([C:16]([N:18]3[CH2:23][CH2:22][O:21][CH2:20][CH2:19]3)=[O:17])=[CH:13][CH:12]=2)[CH:8]=[CH:7][N:6]=1)(=O)=O.[NH2:24][CH2:25][CH2:26][N:27]1[CH2:31][CH2:30][NH:29][C:28]1=[O:32].C(N(CC)CC)C. (5) Given the product [CH3:1][C:2]1[N:3]=[CH:4][CH:5]=[CH:6][C:7]=1[CH:8]=[O:9], predict the reactants needed to synthesize it. The reactants are: [CH3:1][C:2]1[C:7]([CH2:8][OH:9])=[CH:6][CH:5]=[CH:4][N:3]=1. (6) Given the product [CH2:1]([O:8][C:9](=[O:22])[NH:10][C:11]12[CH2:12][CH:13]3[CH2:19][CH:17]([CH2:16][CH:15]([CH:14]3[SH:21])[CH2:20]1)[CH2:18]2)[C:2]1[CH:3]=[CH:4][CH:5]=[CH:6][CH:7]=1, predict the reactants needed to synthesize it. The reactants are: [CH2:1]([O:8][C:9](=[O:22])[NH:10][C:11]12[CH2:20][CH:15]3[CH2:16][CH:17]([CH2:19][CH:13]([C:14]3=[S:21])[CH2:12]1)[CH2:18]2)[C:2]1[CH:7]=[CH:6][CH:5]=[CH:4][CH:3]=1.[BH4-].[Na+]. (7) Given the product [CH2:1]([O:8][C:9]([N:11]1[CH2:15][CH2:14][CH2:13][C@H:12]1[C:16]1[NH:17][C:18]2[CH:24]=[CH:23][C:22]([C:35]3[CH:47]=[CH:46][C:38]([CH2:39][NH:40][C:41]([CH:43]4[CH2:45][CH2:44]4)=[O:42])=[CH:37][CH:36]=3)=[CH:21][C:19]=2[N:20]=1)=[O:10])[C:2]1[CH:3]=[CH:4][CH:5]=[CH:6][CH:7]=1, predict the reactants needed to synthesize it. The reactants are: [CH2:1]([O:8][C:9]([N:11]1[CH2:15][CH2:14][CH2:13][C@H:12]1[C:16]1[NH:20][C:19]2[CH:21]=[CH:22][C:23](B3OC(C)(C)C(C)(C)O3)=[CH:24][C:18]=2[N:17]=1)=[O:10])[C:2]1[CH:7]=[CH:6][CH:5]=[CH:4][CH:3]=1.Br[C:35]1[CH:47]=[CH:46][C:38]([CH2:39][NH:40][C:41]([CH:43]2[CH2:45][CH2:44]2)=[O:42])=[CH:37][CH:36]=1.CN(C=O)C.